This data is from Reaction yield outcomes from USPTO patents with 853,638 reactions. The task is: Predict the reaction yield, written as a fraction of the theoretical maximum amount of product (1.0 means a 100% yield; for example, 0.34 means a 34% yield). (1) The reactants are [Cl:1][C:2]1[N:7]=[C:6]([Cl:8])[CH:5]=[C:4](Cl)[N:3]=1.[CH:10]([Mg]Cl)([CH3:12])[CH3:11]. The catalyst is O1CCCC1.[Cu](I)I. The product is [Cl:1][C:2]1[N:7]=[C:6]([Cl:8])[CH:5]=[C:4]([CH:10]([CH3:12])[CH3:11])[N:3]=1. The yield is 0.580. (2) The reactants are [NH2:1][C:2]1[CH:10]=[CH:9][C:5]([C:6]([OH:8])=O)=[CH:4][N:3]=1.[CH:11]1([CH:14]=[CH:15][C:16]2[S:20][C:19]([CH2:21][NH2:22])=[CH:18][CH:17]=2)[CH2:13][CH2:12]1.F[P-](F)(F)(F)(F)F.N1([P+](N(C)C)(N(C)C)N(C)C)C2C=CC=CC=2N=N1.C(N(CC)CC)C. The catalyst is CN(C)C=O.O. The product is [NH2:1][C:2]1[CH:10]=[CH:9][C:5]([C:6]([NH:22][CH2:21][C:19]2[S:20][C:16]([CH:15]=[CH:14][CH:11]3[CH2:13][CH2:12]3)=[CH:17][CH:18]=2)=[O:8])=[CH:4][N:3]=1. The yield is 0.666. (3) The catalyst is CN(C=O)C.O. The yield is 0.561. The product is [CH2:28]([O:17][C:16]1[C:7]([CH2:6][C:5]2[CH:4]=[CH:3][C:2]([F:1])=[CH:26][CH:25]=2)=[C:8]2[C:13](=[CH:14][CH:15]=1)[N:12]([CH3:18])[C:11](=[O:19])[N:10]([CH2:20][CH2:21][CH2:22][OH:23])[C:9]2=[O:24])[CH2:29][CH2:30][CH3:31]. The reactants are [F:1][C:2]1[CH:26]=[CH:25][C:5]([CH2:6][C:7]2[C:16]([OH:17])=[CH:15][CH:14]=[C:13]3[C:8]=2[C:9](=[O:24])[N:10]([CH2:20][CH2:21][CH2:22][OH:23])[C:11](=[O:19])[N:12]3[CH3:18])=[CH:4][CH:3]=1.Br[CH2:28][CH2:29][CH2:30][CH3:31].C([O-])([O-])=O.[K+].[K+].CCCC[N+](CCCC)(CCCC)CCCC.[F-]. (4) The product is [CH3:33][CH2:32][N:34]([CH2:35][CH2:36][NH:37][C:19]([C:15]1[C:14]([CH3:31])=[C:13](/[CH:12]=[C:5]2/[C:4]3[CH:3]=[C:2]([F:1])[CH:10]=[CH:9][C:8]=3[NH:7][C:6]/2=[O:11])[NH:17][C:16]=1[CH3:18])=[O:20])[CH2:38][CH3:39]. The yield is 0.880. The catalyst is CN(C=O)C. The reactants are [F:1][C:2]1[CH:3]=[C:4]2[C:8](=[CH:9][CH:10]=1)[NH:7][C:6](=[O:11])/[C:5]/2=[CH:12]\[C:13]1[NH:17][C:16]([CH3:18])=[C:15]([C:19](ON2C3=NC=CC=C3N=N2)=[O:20])[C:14]=1[CH3:31].[CH2:32]([N:34]([CH2:38][CH3:39])[CH2:35][CH2:36][NH2:37])[CH3:33]. (5) The reactants are [S:1]1[CH:5]=[CH:4][CH:3]=[C:2]1[C:6]1[CH:7]=[CH:8][CH:9]=[C:10]2[C:15]=1[N:14]=[CH:13][N:12]=[C:11]2O.P(Cl)(Cl)(Cl)=O.ClC1C2C(=C(C3SC=CC=3)C=CC=2)N=CN=1.[CH3:38][C:39]1[N:43]=[CH:42][N:41]([C:44]2[CH:45]=[C:46]([NH2:50])[CH:47]=[CH:48][CH:49]=2)[N:40]=1.C(=O)([O-])O.[Na+]. The catalyst is CN1CCN(C)C1=O.CN(C)C=O. The product is [CH3:38][C:39]1[N:43]=[CH:42][N:41]([C:44]2[CH:45]=[C:46]([NH:50][C:11]3[C:10]4[C:15](=[C:6]([C:2]5[S:1][CH:5]=[CH:4][CH:3]=5)[CH:7]=[CH:8][CH:9]=4)[N:14]=[CH:13][N:12]=3)[CH:47]=[CH:48][CH:49]=2)[N:40]=1. The yield is 0.396. (6) The reactants are [F:1][C:2]1[CH:7]=[CH:6][C:5]([N:8]2[C:11](=[O:12])[C@H:10]([S:13][CH2:14][CH:15]([C:17]3[CH:22]=[CH:21][C:20]([F:23])=[CH:19][CH:18]=3)[OH:16])[C@H:9]2[C:24]2[CH:39]=[CH:38][C:27]([O:28][CH2:29][C:30]([NH:32][C@@H:33]([C:35](O)=[O:36])[CH3:34])=[O:31])=[CH:26][CH:25]=2)=[CH:4][CH:3]=1.Cl.[NH2:41][C@@H:42]([C:50]([O:52]C(C)(C)C)=[O:51])[CH2:43][C:44]1[CH:49]=[CH:48][CH:47]=[CH:46][CH:45]=1.CN1CCOCC1.CN(C(ON1N=NC2C=CC=CC1=2)=[N+](C)C)C.[B-](F)(F)(F)F. The catalyst is C(Cl)Cl. The product is [F:1][C:2]1[CH:3]=[CH:4][C:5]([N:8]2[C:11](=[O:12])[C@H:10]([S:13][CH2:14][CH:15]([C:17]3[CH:18]=[CH:19][C:20]([F:23])=[CH:21][CH:22]=3)[OH:16])[C@H:9]2[C:24]2[CH:25]=[CH:26][C:27]([O:28][CH2:29][C:30]([NH:32][C@@H:33]([C:35]([NH:41][C@@H:42]([C:50]([OH:52])=[O:51])[CH2:43][C:44]3[CH:45]=[CH:46][CH:47]=[CH:48][CH:49]=3)=[O:36])[CH3:34])=[O:31])=[CH:38][CH:39]=2)=[CH:6][CH:7]=1. The yield is 0.480. (7) The reactants are [CH3:1][O:2][C:3]1[CH:4]=[C:5]2[C:10](=[CH:11][C:12]=1[O:13][CH3:14])[N:9]=[CH:8][CH:7]=[C:6]2[O:15][C:16]1[C:22]([CH3:23])=[CH:21][C:19]([NH2:20])=[C:18]([CH3:24])[CH:17]=1.C1(C)C=CC=CC=1.C(N(CC)CC)C.Cl[C:40](Cl)([O:42][C:43](=[O:49])OC(Cl)(Cl)Cl)Cl.[C:51]([C:55]1[CH:60]=[CH:59][C:58]([S:61][CH2:62][CH2:63]CO)=[CH:57][CH:56]=1)([CH3:54])([CH3:53])[CH3:52]. The catalyst is C(Cl)Cl. The product is [CH3:1][O:2][C:3]1[CH:4]=[C:5]2[C:10](=[CH:11][C:12]=1[O:13][CH3:14])[N:9]=[CH:8][CH:7]=[C:6]2[O:15][C:16]1[C:22]([CH3:23])=[CH:21][C:19]([NH:20][C:43](=[O:49])[O:42][CH2:40][CH2:63][CH2:62][S:61][C:58]2[CH:59]=[CH:60][C:55]([C:51]([CH3:52])([CH3:54])[CH3:53])=[CH:56][CH:57]=2)=[C:18]([CH3:24])[CH:17]=1. The yield is 0.730. (8) The reactants are Cl[C:2]([C:5]([C:8]([C:11]([S:17]([F:20])(=[O:19])=[O:18])([C:13]([F:16])([F:15])[F:14])[F:12])([F:10])[F:9])(Cl)[F:6])([F:4])[F:3]. The catalyst is CN(C=O)C.[Zn]. The product is [F:16][C:13]([F:14])([F:15])[C:11]([F:12])([S:17]([F:20])(=[O:18])=[O:19])[C:8]([F:10])([F:9])[C:5]([F:6])=[C:2]([F:4])[F:3]. The yield is 0.580. (9) The reactants are [CH2:1]([S:8][CH2:9][CH2:10][C:11](Cl)=O)[C:2]1[CH:7]=[CH:6][CH:5]=[CH:4][CH:3]=1.Cl.[NH2:15][NH:16][C:17]([NH2:19])=[O:18].[OH-].[Na+]. The catalyst is C1COCC1.O.[OH-].[Na+]. The product is [CH2:1]([S:8][CH2:9][CH2:10][C:11]1[NH:19][C:17](=[O:18])[NH:16][N:15]=1)[C:2]1[CH:3]=[CH:4][CH:5]=[CH:6][CH:7]=1. The yield is 0.280.